Dataset: TCR-epitope binding with 47,182 pairs between 192 epitopes and 23,139 TCRs. Task: Binary Classification. Given a T-cell receptor sequence (or CDR3 region) and an epitope sequence, predict whether binding occurs between them. The epitope is GVAMPNLYK. The TCR CDR3 sequence is CASSQDPGLAGYEQYF. Result: 0 (the TCR does not bind to the epitope).